From a dataset of TCR-epitope binding with 47,182 pairs between 192 epitopes and 23,139 TCRs. Binary Classification. Given a T-cell receptor sequence (or CDR3 region) and an epitope sequence, predict whether binding occurs between them. (1) The epitope is RQLLFVVEV. The TCR CDR3 sequence is CASDRVLNAGELFF. Result: 1 (the TCR binds to the epitope). (2) The epitope is FTISVTTEIL. The TCR CDR3 sequence is CASSLRGYEQYF. Result: 0 (the TCR does not bind to the epitope). (3) The epitope is RAKFKQLL. The TCR CDR3 sequence is CSAGQGLAGGPGTDTQYF. Result: 1 (the TCR binds to the epitope). (4) The epitope is RAKFKQLL. The TCR CDR3 sequence is CSASIERGGANEQFF. Result: 0 (the TCR does not bind to the epitope). (5) The epitope is KLPDDFTGCV. The TCR CDR3 sequence is CASSQPGLATAEQFF. Result: 1 (the TCR binds to the epitope). (6) The epitope is TPRVTGGGAM. Result: 1 (the TCR binds to the epitope). The TCR CDR3 sequence is CASSLSVGVNTEAFF. (7) The epitope is RPHERNGFTVL. The TCR CDR3 sequence is CASSGQGVGYTF. Result: 0 (the TCR does not bind to the epitope). (8) The epitope is LPAADLDDF. The TCR CDR3 sequence is CASSLTGGYNEQFF. Result: 0 (the TCR does not bind to the epitope).